The task is: Predict the reactants needed to synthesize the given product.. This data is from Full USPTO retrosynthesis dataset with 1.9M reactions from patents (1976-2016). Given the product [OH:1][CH:2]1[C:7]([C:11]2[NH:25][C:27]3[C:35]([CH:12]=2)=[CH:34][C:30]([C:31]([NH2:33])=[NH:32])=[CH:29][CH:28]=3)([N+:8]([O-:10])=[O:9])[CH:6]=[C:5]([C:14]2[NH:15][N:16]=[N:17][N:18]=2)[CH:4]=[C:3]1[C:19]1[CH:24]=[CH:23][CH:22]=[CH:21][CH:20]=1, predict the reactants needed to synthesize it. The reactants are: [OH:1][CH:2]1[C:7]([C:11](=O)[CH3:12])([N+:8]([O-:10])=[O:9])[CH:6]=[C:5]([C:14]2[NH:18][N:17]=[N:16][N:15]=2)[CH:4]=[C:3]1[C:19]1[CH:24]=[CH:23][CH:22]=[CH:21][CH:20]=1.[NH:25]([C:27]1[CH:35]=[CH:34][C:30]([C:31]([NH2:33])=[NH:32])=[CH:29][CH:28]=1)N.CCN(C(C)C)C(C)C.